Dataset: Forward reaction prediction with 1.9M reactions from USPTO patents (1976-2016). Task: Predict the product of the given reaction. (1) Given the reactants [CH3:1][CH:2]([CH3:6])[C:3](=[NH:5])[NH2:4].Cl.[F:8][C:9]1[CH:10]=[C:11]([NH:16][C:17]([C:19]2[CH:20]=[C:21]([S:26](Cl)(=[O:28])=[O:27])[CH:22]=[CH:23][C:24]=2[F:25])=[O:18])[CH:12]=[CH:13][C:14]=1[F:15], predict the reaction product. The product is: [F:8][C:9]1[CH:10]=[C:11]([NH:16][C:17](=[O:18])[C:19]2[CH:20]=[C:21]([S:26](=[O:28])(=[O:27])[NH:5][C:3](=[NH:4])[CH:2]([CH3:6])[CH3:1])[CH:22]=[CH:23][C:24]=2[F:25])[CH:12]=[CH:13][C:14]=1[F:15]. (2) Given the reactants [Cl:1][C:2]1[CH:3]=[N+:4]([O-:27])[CH:5]=[C:6]([Cl:26])[C:7]=1[CH2:8][C@@H:9]([C:11]1[CH:16]=[CH:15][C:14]([O:17][CH:18]([F:20])[F:19])=[C:13]([O:21][CH2:22][CH:23]2[CH2:25][CH2:24]2)[CH:12]=1)[OH:10].[CH2:28]([O:35][C:36]1[CH:44]=[CH:43][C:39]([C:40](O)=[O:41])=[CH:38][C:37]=1[N:45]([CH2:50][CH2:51][N:52]1[CH2:57][CH2:56][O:55][CH2:54][CH2:53]1)[S:46]([CH3:49])(=[O:48])=[O:47])[C:29]1[CH:34]=[CH:33][CH:32]=[CH:31][CH:30]=1.C(Cl)CCl, predict the reaction product. The product is: [CH2:28]([O:35][C:36]1[CH:44]=[CH:43][C:39]([C:40]([O:10][C@H:9]([C:11]2[CH:16]=[CH:15][C:14]([O:17][CH:18]([F:20])[F:19])=[C:13]([O:21][CH2:22][CH:23]3[CH2:25][CH2:24]3)[CH:12]=2)[CH2:8][C:7]2[C:6]([Cl:26])=[CH:5][N+:4]([O-:27])=[CH:3][C:2]=2[Cl:1])=[O:41])=[CH:38][C:37]=1[N:45]([CH2:50][CH2:51][N:52]1[CH2:57][CH2:56][O:55][CH2:54][CH2:53]1)[S:46]([CH3:49])(=[O:48])=[O:47])[C:29]1[CH:30]=[CH:31][CH:32]=[CH:33][CH:34]=1. (3) Given the reactants [CH3:1][O:2][C:3](=[O:29])[C:4]1[CH:9]=[C:8]([C:10]2[CH:15]=[C:14]([CH3:16])[CH:13]([CH2:17][C:18]3[CH:23]=[CH:22][CH:21]=[CH:20][N:19]=3)[C:12](=[O:24])[CH:11]=2)[CH:7]=[C:6]([N+:25]([O-])=O)[C:5]=1[NH2:28], predict the reaction product. The product is: [CH3:1][O:2][C:3](=[O:29])[C:4]1[CH:9]=[C:8]([C:10]2[CH:15]=[C:14]([CH3:16])[CH:13]([CH2:17][C:18]3[CH:23]=[CH:22][CH:21]=[CH:20][N:19]=3)[C:12](=[O:24])[CH:11]=2)[CH:7]=[C:6]([NH2:25])[C:5]=1[NH2:28]. (4) The product is: [CH:1]([C:3]1[C:12]2[N:11]([CH3:13])[C:10](=[O:14])[CH:9]=[CH:8][C:7]=2[N:6]=[CH:5][C:4]=1[C:15]#[N:17])=[CH2:2]. Given the reactants [CH:1]([C:3]1[C:12]2[N:11]([CH3:13])[C:10](=[O:14])[CH:9]=[CH:8][C:7]=2[N:6]=[CH:5][C:4]=1[C:15]([NH2:17])=O)=[CH2:2].C(N(CC)CC)C.FC(F)(F)S(OS(C(F)(F)F)(=O)=O)(=O)=O.O, predict the reaction product.